This data is from Catalyst prediction with 721,799 reactions and 888 catalyst types from USPTO. The task is: Predict which catalyst facilitates the given reaction. (1) Reactant: [N+:1]([C:4]1[N:8]=[CH:7][N:6]([C:9]2[CH:16]=[CH:15][C:14](/[CH:17]=[CH:18]/[CH:19]([C:24]3[CH:29]=[C:28]([Cl:30])[C:27]([Cl:31])=[C:26]([Cl:32])[CH:25]=3)[C:20]([F:23])([F:22])[F:21])=[CH:13][C:10]=2[C:11]#[N:12])[N:5]=1)([O-])=O.[NH4+].[Cl-]. Product: [NH2:1][C:4]1[N:8]=[CH:7][N:6]([C:9]2[CH:16]=[CH:15][C:14](/[CH:17]=[CH:18]/[CH:19]([C:24]3[CH:25]=[C:26]([Cl:32])[C:27]([Cl:31])=[C:28]([Cl:30])[CH:29]=3)[C:20]([F:21])([F:22])[F:23])=[CH:13][C:10]=2[C:11]#[N:12])[N:5]=1. The catalyst class is: 284. (2) Reactant: [CH:1]1([C@@:7]([C:30]([O:32][CH3:33])=[O:31])([CH3:29])[NH:8][C:9]([C:11]2[C:20]([NH:21]C(OC(C)(C)C)=O)=[CH:19][C:18]3[C:13](=[CH:14][CH:15]=[CH:16][CH:17]=3)[CH:12]=2)=[O:10])[CH2:6][CH2:5][CH2:4][CH2:3][CH2:2]1.[ClH:34]. Product: [ClH:34].[NH2:21][C:20]1[C:11]([C:9]([NH:8][C@:7]([CH:1]2[CH2:2][CH2:3][CH2:4][CH2:5][CH2:6]2)([C:30]([O:32][CH3:33])=[O:31])[CH3:29])=[O:10])=[CH:12][C:13]2[C:18]([CH:19]=1)=[CH:17][CH:16]=[CH:15][CH:14]=2. The catalyst class is: 135. (3) Reactant: [NH2:1][C:2]1[CH:7]=[C:6]([C:8]2[C:9]([O:14][CH3:15])=[N:10][CH:11]=[CH:12][CH:13]=2)[CH:5]=[CH:4][C:3]=1[NH2:16].[Cl:17][C:18]([Cl:24])([Cl:23])[C:19](=N)OC. Product: [CH3:15][O:14][C:9]1[C:8]([C:6]2[CH:5]=[CH:4][C:3]3[NH:16][C:19]([C:18]([Cl:24])([Cl:23])[Cl:17])=[N:1][C:2]=3[CH:7]=2)=[CH:13][CH:12]=[CH:11][N:10]=1. The catalyst class is: 15. (4) Reactant: C([O:3][C:4]([C:6]12[CH2:23][CH:22]1[CH:21]=[CH:20][CH2:19][CH2:18][CH2:17][CH2:16][N:15]([CH3:24])[C:14](=[O:25])[CH:13]1[CH:9]([CH2:10][CH:11]([O:26][CH2:27][O:28][CH2:29][CH3:30])[CH2:12]1)[C:8](=[O:31])[NH:7]2)=[O:5])C.[Li+].[OH-]. Product: [CH2:29]([O:28][CH2:27][O:26][CH:11]1[CH2:10][CH:9]2[CH:13]([C:14](=[O:25])[N:15]([CH3:24])[CH2:16][CH2:17][CH2:18][CH2:19][CH:20]=[CH:21][CH:22]3[C:6]([C:4]([OH:5])=[O:3])([NH:7][C:8]2=[O:31])[CH2:23]3)[CH2:12]1)[CH3:30]. The catalyst class is: 36. (5) Reactant: [C:1]1([C:8]2[CH:13]=[CH:12][CH:11]=[CH:10][CH:9]=2)[CH:6]=[CH:5][C:4]([NH2:7])=[CH:3][CH:2]=1.[CH:14]1([O:17][C:18]2[CH:26]=[CH:25][C:21]([C:22](O)=[O:23])=[CH:20][C:19]=2[N+:27]([O-:29])=[O:28])[CH2:16][CH2:15]1.C1CN([P+](ON2N=NC3C=CC=CC2=3)(N2CCCC2)N2CCCC2)CC1.F[P-](F)(F)(F)(F)F.C(N(C(C)C)C(C)C)C. Product: [C:1]1([C:8]2[CH:13]=[CH:12][CH:11]=[CH:10][CH:9]=2)[CH:2]=[CH:3][C:4]([NH:7][C:22](=[O:23])[C:21]2[CH:25]=[CH:26][C:18]([O:17][CH:14]3[CH2:16][CH2:15]3)=[C:19]([N+:27]([O-:29])=[O:28])[CH:20]=2)=[CH:5][CH:6]=1. The catalyst class is: 3. (6) Reactant: [Cl:1][C:2]1[N:7]=[C:6]([C:8]2[S:12][C:11]3[CH:13]=[CH:14][CH:15]=[C:16]([C:17]([OH:19])=O)[C:10]=3[CH:9]=2)[C:5]([Cl:20])=[CH:4][N:3]=1.[CH:21]1([NH2:24])[CH2:23][CH2:22]1.C(N(CC)C(C)C)(C)C.Cl.C(N(CC)CCCN=C=NCC)C.ON1C2C=CC=CC=2N=N1. Product: [CH:21]1([NH:24][C:17]([C:16]2[C:10]3[CH:9]=[C:8]([C:6]4[C:5]([Cl:20])=[CH:4][N:3]=[C:2]([Cl:1])[N:7]=4)[S:12][C:11]=3[CH:13]=[CH:14][CH:15]=2)=[O:19])[CH2:23][CH2:22]1. The catalyst class is: 46. (7) Reactant: [C:1]([O:4][CH2:5][C@@H:6]1[C@@H:11]([O:12][C:13](=[O:15])[CH3:14])[C@H:10]([OH:16])[C@H:9]([OH:17])[C@@H:8]([C:18]2[CH:23]=[CH:22][C:21]([O:24][CH3:25])=[C:20]([O:26][Si](C(C)(C)C)(C)C)[CH:19]=2)[O:7]1)(=[O:3])[CH3:2].CCCC[N+](CCCC)(CCCC)CCCC.[F-].C1COCC1.CC(O)=O. Product: [C:1]([O:4][CH2:5][C@@H:6]1[C@@H:11]([O:12][C:13](=[O:15])[CH3:14])[C@H:10]([OH:16])[C@H:9]([OH:17])[C@@H:8]([C:18]2[CH:23]=[CH:22][C:21]([O:24][CH3:25])=[C:20]([OH:26])[CH:19]=2)[O:7]1)(=[O:3])[CH3:2]. The catalyst class is: 2.